This data is from Reaction yield outcomes from USPTO patents with 853,638 reactions. The task is: Predict the reaction yield, written as a fraction of the theoretical maximum amount of product (1.0 means a 100% yield; for example, 0.34 means a 34% yield). (1) The reactants are [F:1][C:2]1[CH:7]=[CH:6][CH:5]=[C:4]([N+:8]([O-:10])=[O:9])[C:3]=1[OH:11].CI.[C:14](=O)([O-])[O-].[K+].[K+]. The catalyst is CN(C=O)C. The product is [F:1][C:2]1[CH:7]=[CH:6][CH:5]=[C:4]([N+:8]([O-:10])=[O:9])[C:3]=1[O:11][CH3:14]. The yield is 1.01. (2) The reactants are C([NH:8][CH:9]1[CH2:14][CH2:13][N:12]([C:15]([O:17][C:18]([CH3:21])([CH3:20])[CH3:19])=[O:16])[CH2:11][CH2:10]1)C1C=CC=CC=1.C[OH:23]. The catalyst is C(O)(=O)C.[C].[Pd]. The product is [C:18]([OH:17])(=[O:23])[CH3:21].[NH2:8][CH:9]1[CH2:10][CH2:11][N:12]([C:15]([O:17][C:18]([CH3:21])([CH3:20])[CH3:19])=[O:16])[CH2:13][CH2:14]1. The yield is 0.570. (3) The reactants are [C:1]([O:5][C:6]([NH:8][C:9]1[CH:10]=[N:11][CH:12]=[CH:13][C:14]=1[C@H:15]1[CH2:20][C@@H:19]([NH:21][C:22](=[O:28])[O:23][C:24]([CH3:27])([CH3:26])[CH3:25])[C@H:18]([OH:29])[C@@H:17]([CH3:30])[CH2:16]1)=[O:7])([CH3:4])([CH3:3])[CH3:2].[CH3:31][S:32](Cl)(=[O:34])=[O:33]. The catalyst is N1C=CC=CC=1. The product is [CH3:31][S:32]([O:29][C@@H:18]1[C@@H:17]([CH3:30])[CH2:16][C@@H:15]([C:14]2[CH:13]=[CH:12][N:11]=[CH:10][C:9]=2[NH:8][C:6]([O:5][C:1]([CH3:4])([CH3:2])[CH3:3])=[O:7])[CH2:20][C@H:19]1[NH:21][C:22]([O:23][C:24]([CH3:27])([CH3:26])[CH3:25])=[O:28])(=[O:34])=[O:33]. The yield is 0.590.